Dataset: Full USPTO retrosynthesis dataset with 1.9M reactions from patents (1976-2016). Task: Predict the reactants needed to synthesize the given product. (1) Given the product [C:31](/[C:9](=[CH:8]\[C:6]1[CH:5]=[CH:4][CH:3]=[C:2]([Cl:33])[N:7]=1)/[C:10]([NH:12][C@H:13]([C:17]1[CH:22]=[CH:21][CH:20]=[CH:19][CH:18]=1)[CH2:14][CH2:15][CH3:16])=[O:11])#[N:32], predict the reactants needed to synthesize it. The reactants are: Br[C:2]1[N:7]=[C:6](/[CH:8]=[C:9](\[C:31]#[N:32])/[C:10]([NH:12][CH:13]([C:17]2[CH:22]=[CH:21][C:20](OCCN(CC)CC)=[CH:19][CH:18]=2)[CH2:14][CH2:15][CH3:16])=[O:11])[CH:5]=[CH:4][CH:3]=1.[Cl:33]C1N=C(C=O)C=CC=1.C(CC(N[C@H](C1C=CC=CC=1)CCC)=O)#N. (2) Given the product [N:1]1[CH:6]=[CH:5][CH:4]=[CH:3][C:2]=1[C:7]([NH:9][C:10]1[C:11]([C:21]([OH:23])=[O:22])=[N:12][N:13]([CH:15]2[CH2:20][CH2:19][CH2:18][CH2:17][O:16]2)[CH:14]=1)=[O:8], predict the reactants needed to synthesize it. The reactants are: [N:1]1[CH:6]=[CH:5][CH:4]=[CH:3][C:2]=1[C:7]([NH:9][C:10]1[C:11]([C:21]([O:23]C)=[O:22])=[N:12][N:13]([CH:15]2[CH2:20][CH2:19][CH2:18][CH2:17][O:16]2)[CH:14]=1)=[O:8].O1CCCC1.[OH-].[Na+].Cl. (3) Given the product [Cl:1][C:2]1[C:7]2[N:8]=[CH:10][C:11](=[O:12])[NH:9][C:6]=2[CH:5]=[CH:4][N:3]=1, predict the reactants needed to synthesize it. The reactants are: [Cl:1][C:2]1[C:7]([NH2:8])=[C:6]([NH2:9])[CH:5]=[CH:4][N:3]=1.[C:10](OCC)(=O)[CH:11]=[O:12].C1(C)C=CC=CC=1. (4) Given the product [C:21]([C:18]1[CH:19]=[CH:20][C:15]([C:11]2[CH:12]=[C:13]3[C:8](=[CH:9][CH:10]=2)[N:7]([C:31]2[CH:30]=[CH:29][C:28]([O:27][C:26]([F:25])([F:37])[F:38])=[CH:33][CH:32]=2)[C:6]([C:4]([OH:3])=[O:5])=[CH:14]3)=[CH:16][CH:17]=1)([CH3:23])([CH3:24])[CH3:22], predict the reactants needed to synthesize it. The reactants are: C([O:3][C:4]([C:6]1[NH:7][C:8]2[C:13]([CH:14]=1)=[CH:12][C:11]([C:15]1[CH:20]=[CH:19][C:18]([C:21]([CH3:24])([CH3:23])[CH3:22])=[CH:17][CH:16]=1)=[CH:10][CH:9]=2)=[O:5])C.[F:25][C:26]([F:38])([F:37])[O:27][C:28]1[CH:33]=[CH:32][C:31](B(O)O)=[CH:30][CH:29]=1. (5) Given the product [Cl:13][C:14]1[N:15]=[CH:16][CH:17]=[C:18]([Cl:20])[C:19]=1[C:21]([OH:23])=[O:22], predict the reactants needed to synthesize it. The reactants are: C(NC(C)C)(C)C.C([Li])CCC.[Cl:13][C:14]1[CH:19]=[C:18]([Cl:20])[CH:17]=[CH:16][N:15]=1.[C:21](=[O:23])=[O:22]. (6) Given the product [C:1]([O:5][C:6]([NH:8][CH2:9][CH2:10][O:11][C:12]1[CH:21]=[C:20]([F:22])[CH:19]=[CH:18][C:13]=1[C:14]([OH:16])=[O:15])=[O:7])([CH3:4])([CH3:2])[CH3:3], predict the reactants needed to synthesize it. The reactants are: [C:1]([O:5][C:6]([NH:8][CH2:9][CH2:10][O:11][C:12]1[CH:21]=[C:20]([F:22])[CH:19]=[CH:18][C:13]=1[C:14]([O:16]C)=[O:15])=[O:7])([CH3:4])([CH3:3])[CH3:2].C1COCC1.[OH-].[Li+].C(O)(=O)CC(CC(O)=O)(C(O)=O)O.